This data is from Reaction yield outcomes from USPTO patents with 853,638 reactions. The task is: Predict the reaction yield, written as a fraction of the theoretical maximum amount of product (1.0 means a 100% yield; for example, 0.34 means a 34% yield). (1) The reactants are [CH2:1]([O:8][CH:9]1[CH2:12][CH:11]([OH:13])[CH2:10]1)[C:2]1[CH:7]=[CH:6][CH:5]=[CH:4][CH:3]=1.ClCCl.C(N(CC)CC)C.[CH3:24][S:25](Cl)(=[O:27])=[O:26]. The catalyst is O. The product is [CH3:24][S:25]([O:13][CH:11]1[CH2:12][CH:9]([O:8][CH2:1][C:2]2[CH:7]=[CH:6][CH:5]=[CH:4][CH:3]=2)[CH2:10]1)(=[O:27])=[O:26]. The yield is 0.990. (2) The reactants are [CH3:1][O:2][C:3]1[CH:9]=[C:8]([CH:10]2[CH2:15][CH2:14][NH:13][CH2:12][CH2:11]2)[CH:7]=[CH:6][C:4]=1[NH2:5].[CH:16]([S:18]([CH3:21])(=[O:20])=[O:19])=[CH2:17]. The catalyst is C(Cl)Cl. The product is [CH3:1][O:2][C:3]1[CH:9]=[C:8]([CH:10]2[CH2:15][CH2:14][N:13]([CH2:17][CH2:16][S:18]([CH3:21])(=[O:20])=[O:19])[CH2:12][CH2:11]2)[CH:7]=[CH:6][C:4]=1[NH2:5]. The yield is 0.580. (3) The reactants are [C:1]([O:5][C:6](=[O:31])[C@@H:7]([NH:14][CH2:15][CH:16]1[CH2:21][CH2:20][CH:19]([CH2:22][NH:23]C(OC(C)(C)C)=O)[CH2:18][CH2:17]1)[C:8]1[CH:13]=[CH:12][CH:11]=[CH:10][CH:9]=1)([CH3:4])([CH3:3])[CH3:2].[CH2:32]([O:36][CH:37]([O:39][NH:40][C:41]([C:43]1[S:47][C:46]2[CH:48]=[C:49]([CH:52]=O)[CH:50]=[CH:51][C:45]=2[CH:44]=1)=[O:42])[CH3:38])[CH:33]([CH3:35])[CH3:34].C(O)(=O)C.C(O[BH-](OC(=O)C)OC(=O)C)(=O)C.[Na+].C([O-])(O)=O.[Na+]. The catalyst is ClCCCl.C(Cl)Cl. The product is [C:1]([O:5][C:6](=[O:31])[C@@H:7]([NH:14][CH2:15][CH:16]1[CH2:17][CH2:18][CH:19]([CH2:22][NH:23][CH2:52][C:49]2[CH:50]=[CH:51][C:45]3[CH:44]=[C:43]([C:41](=[O:42])[NH:40][O:39][CH:37]([O:36][CH2:32][CH:33]([CH3:34])[CH3:35])[CH3:38])[S:47][C:46]=3[CH:48]=2)[CH2:20][CH2:21]1)[C:8]1[CH:13]=[CH:12][CH:11]=[CH:10][CH:9]=1)([CH3:4])([CH3:2])[CH3:3]. The yield is 0.340.